From a dataset of Reaction yield outcomes from USPTO patents with 853,638 reactions. Predict the reaction yield, written as a fraction of the theoretical maximum amount of product (1.0 means a 100% yield; for example, 0.34 means a 34% yield). The reactants are [CH3:1][C:2]1[C:6]([CH3:7])=[C:5]([NH:8][C:9]2[C:18]3[C:13](=[CH:14][CH:15]=[C:16]([S:19][CH:20]4[CH2:25][CH2:24][O:23][CH2:22][CH2:21]4)[CH:17]=3)[N:12]=[CH:11][CH:10]=2)[NH:4][N:3]=1.I(O)(=O)(=O)=[O:27].C(=O)(O)[O-].[Na+].S(=O)(=O)(O)[O-].[Na+]. The catalyst is C1COCC1.[Fe](Cl)(Cl)Cl. The product is [CH3:1][C:2]1[C:6]([CH3:7])=[C:5]([NH:8][C:9]2[C:18]3[C:13](=[CH:14][CH:15]=[C:16]([S:19]([CH:20]4[CH2:25][CH2:24][O:23][CH2:22][CH2:21]4)=[O:27])[CH:17]=3)[N:12]=[CH:11][CH:10]=2)[NH:4][N:3]=1. The yield is 0.301.